Dataset: Reaction yield outcomes from USPTO patents with 853,638 reactions. Task: Predict the reaction yield, written as a fraction of the theoretical maximum amount of product (1.0 means a 100% yield; for example, 0.34 means a 34% yield). The reactants are [N+:1]([O-])([O-])=O.[K+].[F:6][C:7]1[C:8]([CH3:15])=[C:9]([CH:12]=[CH:13][CH:14]=1)[C:10]#[N:11]. The catalyst is OS(O)(=O)=O.CO.ClCCl.[Pd]. The product is [NH2:1][C:12]1[C:9]([C:10]#[N:11])=[C:8]([CH3:15])[C:7]([F:6])=[CH:14][CH:13]=1. The yield is 0.843.